Dataset: Forward reaction prediction with 1.9M reactions from USPTO patents (1976-2016). Task: Predict the product of the given reaction. (1) Given the reactants [Cl:1][C:2]1[C:7]([CH2:8][CH:9]=[O:10])=[C:6]([Cl:11])[N:5]=[CH:4][N:3]=1.[CH2:12]1COCC1.[N+](=C)=[N-], predict the reaction product. The product is: [Cl:11][C:6]1[C:7]([CH2:8][C:9](=[O:10])[CH3:12])=[C:2]([Cl:1])[N:3]=[CH:4][N:5]=1. (2) Given the reactants F[C:2]1[C:3]([CH3:15])=[C:4]([CH:8]=[CH:9][C:10]=1[S:11]([CH3:14])(=[O:13])=[O:12])[C:5]([OH:7])=[O:6].[CH2:16]([NH2:19])[CH:17]=[CH2:18].S(=O)(=O)(O)O, predict the reaction product. The product is: [CH2:16]([NH:19][C:2]1[C:3]([CH3:15])=[C:4]([CH:8]=[CH:9][C:10]=1[S:11]([CH3:14])(=[O:13])=[O:12])[C:5]([OH:7])=[O:6])[CH:17]=[CH2:18].